This data is from NCI-60 drug combinations with 297,098 pairs across 59 cell lines. The task is: Regression. Given two drug SMILES strings and cell line genomic features, predict the synergy score measuring deviation from expected non-interaction effect. Drug 2: CC1=C(C(=CC=C1)Cl)NC(=O)C2=CN=C(S2)NC3=CC(=NC(=N3)C)N4CCN(CC4)CCO. Cell line: NCI-H460. Synergy scores: CSS=4.24, Synergy_ZIP=-4.94, Synergy_Bliss=-7.54, Synergy_Loewe=-2.61, Synergy_HSA=-2.48. Drug 1: CS(=O)(=O)CCNCC1=CC=C(O1)C2=CC3=C(C=C2)N=CN=C3NC4=CC(=C(C=C4)OCC5=CC(=CC=C5)F)Cl.